Predict the product of the given reaction. From a dataset of Forward reaction prediction with 1.9M reactions from USPTO patents (1976-2016). (1) Given the reactants [F:1][C:2]1[C:7]([N+:8]([O-:10])=[O:9])=[CH:6][CH:5]=[C:4]([F:11])[C:3]=1[OH:12].C1(P(C2C=CC=CC=2)C2C=CC=CC=2)C=CC=CC=1.[C:32]([O:36][C:37](=[O:42])[NH:38][CH2:39][CH2:40]O)([CH3:35])([CH3:34])[CH3:33].N(C(OCC)=O)=NC(OCC)=O, predict the reaction product. The product is: [C:32]([O:36][C:37](=[O:42])[NH:38][CH2:39][CH2:40][O:12][C:3]1[C:4]([F:11])=[CH:5][CH:6]=[C:7]([N+:8]([O-:10])=[O:9])[C:2]=1[F:1])([CH3:35])([CH3:34])[CH3:33]. (2) Given the reactants ClC1N=C(N2CCOCC2)C2SC=CC=2N=1.[NH2:17][C:18]1[CH:22]=[CH:21][S:20][C:19]=1[C:23]([O:25]C)=O.[O-:27][C:28]#[N:29].[K+], predict the reaction product. The product is: [NH:17]1[C:18]2[CH:22]=[CH:21][S:20][C:19]=2[C:23](=[O:25])[NH:29][C:28]1=[O:27].